From a dataset of Full USPTO retrosynthesis dataset with 1.9M reactions from patents (1976-2016). Predict the reactants needed to synthesize the given product. (1) Given the product [C:14]([NH:11][NH:10][C:4]1[CH:5]=[CH:6][C:7]([Cl:9])=[CH:8][C:3]=1[Cl:2])(=[O:16])[CH3:15], predict the reactants needed to synthesize it. The reactants are: Cl.[Cl:2][C:3]1[CH:8]=[C:7]([Cl:9])[CH:6]=[CH:5][C:4]=1[NH:10][NH2:11].[OH-].[Na+].[C:14](OC(=O)C)(=[O:16])[CH3:15]. (2) Given the product [C:16]([O:20][C:21](=[O:32])[NH:22][C@H:23]1[CH2:28][CH2:27][C@H:26]([CH2:29][CH2:30][N:35]2[CH2:36][CH2:37][CH2:40][CH2:39][CH:38]2[C:7]2[CH:6]=[CH:5][O:1][C:2]3[C:8]=2[CH:9]=[CH:4][CH:3]=3)[CH2:25][CH2:24]1)([CH3:19])([CH3:18])[CH3:17], predict the reactants needed to synthesize it. The reactants are: [O:1]1[C:5]2[CH:6]=[CH:7][CH:8]=[C:9](C3CCNCC3)[C:4]=2[CH:3]=[CH:2]1.[C:16]([O:20][C:21](=[O:32])[NH:22][C@H:23]1[CH2:28][CH2:27][C@H:26]([CH2:29][CH:30]=O)[CH2:25][CH2:24]1)([CH3:19])([CH3:18])[CH3:17].C([N:35]([CH2:38][CH3:39])[CH2:36][CH3:37])C.[C:40](=O)(O)[O-].[Na+]. (3) The reactants are: Cl[CH2:2][CH2:3][N:4]1[CH:8]=[C:7]([C:9]2[CH:10]=[C:11]3[C:15](=[C:16]([C:18]([NH2:20])=[O:19])[CH:17]=2)[NH:14][CH:13]=[C:12]3[CH:21]2[CH2:26][CH2:25][N:24]([S:27]([CH2:30][CH3:31])(=[O:29])=[O:28])[CH2:23][CH2:22]2)[CH:6]=[N:5]1.[CH3:32][NH:33][CH2:34][CH2:35][OH:36].[I-].[Na+]. Given the product [CH2:30]([S:27]([N:24]1[CH2:25][CH2:26][CH:21]([C:12]2[C:11]3[C:15](=[C:16]([C:18]([NH2:20])=[O:19])[CH:17]=[C:9]([C:7]4[CH:6]=[N:5][N:4]([CH2:3][CH2:2][N:33]([CH2:34][CH2:35][OH:36])[CH3:32])[CH:8]=4)[CH:10]=3)[NH:14][CH:13]=2)[CH2:22][CH2:23]1)(=[O:29])=[O:28])[CH3:31], predict the reactants needed to synthesize it. (4) Given the product [F:38][CH2:37][CH:35]1[CH2:34][N:33]([CH2:32][CH2:31][O:30][C:29]2[CH:39]=[CH:40][C:26]([CH:9]3[C:8]([C:5]4[CH:4]=[CH:3][C:2]([C:68]#[N:69])=[CH:7][CH:6]=4)=[C:17]([CH3:18])[C:16]4[C:11](=[CH:12][CH:13]=[C:14]([O:19][CH:20]5[CH2:25][CH2:24][CH2:23][CH2:22][O:21]5)[CH:15]=4)[O:10]3)=[CH:27][CH:28]=2)[CH2:36]1, predict the reactants needed to synthesize it. The reactants are: Cl[C:2]1[CH:7]=[CH:6][C:5]([C:8]2[CH:9]([C:26]3[CH:40]=[CH:39][C:29]([O:30][CH2:31][CH2:32][N:33]4[CH2:36][CH:35]([CH2:37][F:38])[CH2:34]4)=[CH:28][CH:27]=3)[O:10][C:11]3[C:16]([C:17]=2[CH3:18])=[CH:15][C:14]([O:19][CH:20]2[CH2:25][CH2:24][CH2:23][CH2:22][O:21]2)=[CH:13][CH:12]=3)=[CH:4][CH:3]=1.ClC1C=CC(C2C(C3C=CC(OC[CH2:68][N:69]4CC(CF)C4)=CC=3)OC3C(C=2C)=CC(O)=CC=3)=CC=1.C(P(C(C)(C)C)C1C=CC2C(=CC=CC=2)C=1C1C2C(=CC=CC=2)C=CC=1)(C)(C)C. (5) Given the product [F:1][C:2]([F:7])([F:6])[C:3]([OH:5])=[O:4].[CH2:8]([O:12][C:13]1([C:24]2[CH:29]=[CH:28][CH:27]=[CH:26][CH:25]=2)[CH2:16][NH:15][CH2:14]1)[CH2:9][CH2:10][CH3:11], predict the reactants needed to synthesize it. The reactants are: [F:1][C:2]([F:7])([F:6])[C:3]([OH:5])=[O:4].[CH2:8]([O:12][C:13]1([C:24]2[CH:29]=[CH:28][CH:27]=[CH:26][CH:25]=2)[CH2:16][N:15](C(OC(C)(C)C)=O)[CH2:14]1)[CH2:9][CH2:10][CH3:11]. (6) The reactants are: [CH2:1]([NH:4][CH2:5][C:6]1[NH:7][C:8](=[O:16])[C:9]2[CH2:15][O:14][CH2:13][CH2:12][C:10]=2[N:11]=1)[C:2]#[CH:3].[F:17][C:18]1[CH:35]=[CH:34][C:21]([C:22]([CH:24]2[CH2:29][CH2:28][N:27]([CH2:30][C:31](O)=[O:32])[CH2:26][CH2:25]2)=[O:23])=[CH:20][CH:19]=1. Given the product [F:17][C:18]1[CH:19]=[CH:20][C:21]([C:22]([CH:24]2[CH2:25][CH2:26][N:27]([CH2:30][C:31]([N:4]([CH2:5][C:6]3[NH:7][C:8](=[O:16])[C:9]4[CH2:15][O:14][CH2:13][CH2:12][C:10]=4[N:11]=3)[CH2:1][C:2]#[CH:3])=[O:32])[CH2:28][CH2:29]2)=[O:23])=[CH:34][CH:35]=1, predict the reactants needed to synthesize it. (7) Given the product [NH2:39][C:34]1[N:33]=[CH:32][C:31]2[C:36](=[CH:37][CH:38]=[C:29]([C:27]3[CH:28]=[C:23]([NH:22][C:8](=[O:20])[O:9][C:10]4[CH:15]=[CH:14][CH:13]=[C:12]([C:16]([F:19])([F:18])[F:17])[CH:11]=4)[CH:24]=[CH:25][C:26]=3[CH3:40])[CH:30]=2)[N:35]=1, predict the reactants needed to synthesize it. The reactants are: CCN(CC)CC.[C:8](Cl)(=[O:20])[O:9][C:10]1[CH:15]=[CH:14][CH:13]=[C:12]([C:16]([F:19])([F:18])[F:17])[CH:11]=1.[NH2:22][C:23]1[CH:24]=[CH:25][C:26]([CH3:40])=[C:27]([C:29]2[CH:30]=[C:31]3[C:36](=[CH:37][CH:38]=2)[N:35]=[C:34]([NH2:39])[N:33]=[CH:32]3)[CH:28]=1. (8) Given the product [Cl:1][C:2]1[CH:7]=[C:6]([Cl:8])[CH:5]=[CH:4][C:3]=1[C:9]1[C:31](=[O:32])[N:30]([CH3:33])[C:12]2[N:13]([CH:27]([F:28])[F:29])[C:14]3[C:19]([C:11]=2[CH:10]=1)=[CH:18][C:17]([C:20]1[N:42]([CH2:40][CH3:41])[N:23]=[CH:22][CH:21]=1)=[CH:16][CH:15]=3, predict the reactants needed to synthesize it. The reactants are: [Cl:1][C:2]1[CH:7]=[C:6]([Cl:8])[CH:5]=[CH:4][C:3]=1[C:9]1[C:31](=[O:32])[N:30]([CH3:33])[C:12]2[N:13]([CH:27]([F:29])[F:28])[C:14]3[C:19]([C:11]=2[CH:10]=1)=[CH:18][C:17]([C:20](=O)/[CH:21]=[CH:22]/[N:23](C)C)=[CH:16][CH:15]=3.C(O)(=O)C(O)=O.[CH2:40]([NH:42]N)[CH3:41]. (9) Given the product [CH2:1]([C:8]1[NH:12][N:11]=[C:10]([C:13]([NH:15][C@H:16]2[CH2:22][O:21][C:20]3[CH:23]=[CH:24][C:25]([C:27]([NH:34][NH2:35])=[O:28])=[CH:26][C:19]=3[N:18]([CH3:31])[C:17]2=[O:32])=[O:14])[CH:9]=1)[C:2]1[CH:7]=[CH:6][CH:5]=[CH:4][CH:3]=1, predict the reactants needed to synthesize it. The reactants are: [CH2:1]([C:8]1[NH:12][N:11]=[C:10]([C:13]([NH:15][C@H:16]2[CH2:22][O:21][C:20]3[CH:23]=[CH:24][C:25]([C:27](OC)=[O:28])=[CH:26][C:19]=3[N:18]([CH3:31])[C:17]2=[O:32])=[O:14])[CH:9]=1)[C:2]1[CH:7]=[CH:6][CH:5]=[CH:4][CH:3]=1.O.[NH2:34][NH2:35].